This data is from CYP2D6 inhibition data for predicting drug metabolism from PubChem BioAssay. The task is: Regression/Classification. Given a drug SMILES string, predict its absorption, distribution, metabolism, or excretion properties. Task type varies by dataset: regression for continuous measurements (e.g., permeability, clearance, half-life) or binary classification for categorical outcomes (e.g., BBB penetration, CYP inhibition). Dataset: cyp2d6_veith. The compound is CCOC(=O)Cn1nc(C)c2c1CCCC2=O. The result is 0 (non-inhibitor).